Dataset: Forward reaction prediction with 1.9M reactions from USPTO patents (1976-2016). Task: Predict the product of the given reaction. Given the reactants [S:1]1[C:5]2[CH:6]=[CH:7][S:8][C:4]=2[CH:3]=[C:2]1[C:9]([OH:11])=O.[Br:12]C1SC2SC(Br)=CC=2C=1Br, predict the reaction product. The product is: [Br:12][C:3]1[C:4]2[S:8][CH:7]=[CH:6][C:5]=2[S:1][C:2]=1[CH:9]=[O:11].